Dataset: Forward reaction prediction with 1.9M reactions from USPTO patents (1976-2016). Task: Predict the product of the given reaction. Given the reactants [CH3:1][I:2].[Cl:3][C:4]1[CH:32]=[C:31]([Cl:33])[CH:30]=[CH:29][C:5]=1[C:6]([NH:8][CH:9]([C:16]1[CH:21]=[CH:20][C:19]([S:22]([CH2:25][CH:26]2[CH2:28][CH2:27]2)(=[O:24])=[O:23])=[CH:18][CH:17]=1)[C:10]1[CH:11]=[N:12][CH:13]=[CH:14][CH:15]=1)=[O:7], predict the reaction product. The product is: [I-:2].[CH:26]1([CH2:25][S:22]([C:19]2[CH:18]=[CH:17][C:16]([CH:9]([NH:8][C:6](=[O:7])[C:5]3[CH:29]=[CH:30][C:31]([Cl:33])=[CH:32][C:4]=3[Cl:3])[C:10]3[CH:11]=[N+:12]([CH3:1])[CH:13]=[CH:14][CH:15]=3)=[CH:21][CH:20]=2)(=[O:24])=[O:23])[CH2:27][CH2:28]1.